This data is from In vitro SARS-CoV-2 activity screen of 1,480 approved drugs from Prestwick library. The task is: Binary Classification. Given a drug SMILES string, predict its activity (active/inactive) in a high-throughput screening assay against a specified biological target. The molecule is Nc1ccc(S(=O)(=O)NC(=O)c2ccccc2)cc1. The result is 0 (inactive).